From a dataset of Full USPTO retrosynthesis dataset with 1.9M reactions from patents (1976-2016). Predict the reactants needed to synthesize the given product. (1) Given the product [Cl:1][C:2]1[CH:7]=[CH:6][CH:5]=[C:4]([F:8])[C:3]=1[N:9]([C:19](=[O:20])[CH2:18][Cl:17])[C:10]1[CH:11]=[CH:12][C:13]([CH3:16])=[CH:14][CH:15]=1, predict the reactants needed to synthesize it. The reactants are: [Cl:1][C:2]1[CH:7]=[CH:6][CH:5]=[C:4]([F:8])[C:3]=1[NH:9][C:10]1[CH:15]=[CH:14][C:13]([CH3:16])=[CH:12][CH:11]=1.[Cl:17][CH2:18][C:19](Cl)=[O:20].CCCCC. (2) Given the product [Br:1][C:2]1[CH:3]=[CH:4][C:5]([C:6]([C:15]2[CH:16]=[CH:17][C:12]([F:11])=[CH:13][CH:14]=2)=[O:8])=[CH:9][CH:10]=1, predict the reactants needed to synthesize it. The reactants are: [Br:1][C:2]1[CH:10]=[CH:9][C:5]([C:6]([OH:8])=O)=[CH:4][CH:3]=1.[F:11][C:12]1[CH:17]=[CH:16][CH:15]=[CH:14][CH:13]=1.[Al+3].[Cl-].[Cl-].[Cl-].Cl. (3) Given the product [ClH:22].[ClH:22].[NH:11]1[CH2:12][CH:9]([C:7]2[NH:6][C:5]3[CH:20]=[CH:21][C:2]([CH3:1])=[CH:3][C:4]=3[N:8]=2)[CH2:10]1, predict the reactants needed to synthesize it. The reactants are: [CH3:1][C:2]1[CH:21]=[CH:20][C:5]2[NH:6][C:7]([CH:9]3[CH2:12][N:11](C(OC(C)(C)C)=O)[CH2:10]3)=[N:8][C:4]=2[CH:3]=1.[ClH:22]. (4) The reactants are: [CH2:1]([O:3][C:4]1[CH:5]=[C:6]([C@H:12]([N:19]2[C:27](=[O:28])[C:26]3[C:21](=[CH:22][CH:23]=[CH:24][C:25]=3[NH:29][C:30](=[O:34])[CH:31]([CH3:33])[CH3:32])[CH2:20]2)[CH2:13][CH2:14][N:15]([CH:17]=[O:18])[OH:16])[CH:7]=[CH:8][C:9]=1[O:10][CH3:11])[CH3:2].[C:35](OC(=O)C)(=[O:37])[CH3:36]. Given the product [C:35]([O:16][N:15]([CH2:14][CH2:13][C@@H:12]([N:19]1[C:27](=[O:28])[C:26]2[C:21](=[CH:22][CH:23]=[CH:24][C:25]=2[NH:29][C:30](=[O:34])[CH:31]([CH3:33])[CH3:32])[CH2:20]1)[C:6]1[CH:7]=[CH:8][C:9]([O:10][CH3:11])=[C:4]([O:3][CH2:1][CH3:2])[CH:5]=1)[CH:17]=[O:18])(=[O:37])[CH3:36], predict the reactants needed to synthesize it.